Dataset: Forward reaction prediction with 1.9M reactions from USPTO patents (1976-2016). Task: Predict the product of the given reaction. (1) Given the reactants [O:1]=[S:2]1(=[O:27])[CH2:7][CH2:6][N:5]([C:8]2[N:13]=[C:12]3[N:14]([Si](C(C)C)(C(C)C)C(C)C)[CH:15]=[CH:16][C:11]3=[CH:10][CH:9]=2)[CH2:4][CH2:3]1.[CH3:28][N:29](C=O)C.ClS(N=C=O)(=O)=O.CCOC(C)=O, predict the reaction product. The product is: [O:27]=[S:2]1(=[O:1])[CH2:3][CH2:4][N:5]([C:8]2[N:13]=[C:12]3[NH:14][CH:15]=[C:16]([C:28]#[N:29])[C:11]3=[CH:10][CH:9]=2)[CH2:6][CH2:7]1. (2) The product is: [CH2:1]([O:3][C:4](=[O:38])[CH2:5][N:6]([C:11]1[C:15]2[CH:16]=[C:17]([CH2:20][O:21][C:22]3[CH:23]=[CH:24][C:25]([C:28]4[CH:33]=[C:32]([F:34])[C:31]([F:35])=[CH:30][C:29]=4[O:36][CH3:37])=[CH:26][CH:27]=3)[CH:18]=[CH:19][C:14]=2[O:13][N:12]=1)[CH2:7][CH2:49][CH2:50][O:53][CH3:54])[CH3:2]. Given the reactants [CH2:1]([O:3][C:4](=[O:38])[CH2:5][N:6]([C:11]1[C:15]2[CH:16]=[C:17]([CH2:20][O:21][C:22]3[CH:27]=[CH:26][C:25]([C:28]4[CH:33]=[C:32]([F:34])[C:31]([F:35])=[CH:30][C:29]=4[O:36][CH3:37])=[CH:24][CH:23]=3)[CH:18]=[CH:19][C:14]=2[O:13][N:12]=1)[CH2:7]COC)[CH3:2].FC1C(F)=CC(C2C=C[C:50]([O:53][CH2:54]C3C=CC4ON=C(NCCCOC)C=4C=3)=[CH:49]C=2)=[C:50]([O:53][CH3:54])[CH:49]=1.CCOC(CBr)=O, predict the reaction product. (3) Given the reactants [Cl:1][C:2]1[N:7]=[C:6]([NH2:8])[C:5]([O:9][CH3:10])=[N:4][CH:3]=1.[Br:11][C:12]1[S:16][C:15]([S:17](Cl)(=[O:19])=[O:18])=[CH:14][CH:13]=1, predict the reaction product. The product is: [Br:11][C:12]1[S:16][C:15]([S:17]([NH:8][C:6]2[C:5]([O:9][CH3:10])=[N:4][CH:3]=[C:2]([Cl:1])[N:7]=2)(=[O:19])=[O:18])=[CH:14][CH:13]=1. (4) Given the reactants [Cl:1][C:2]1[N:3]=[CH:4][NH:5][C:6]=1[Cl:7].[OH-].[K+].[Br:10][CH2:11][CH3:12].[K+].[Br-].BrCC[C:18]1[C:27]2[C:22](=[CH:23][CH:24]=[CH:25][CH:26]=2)[CH:21]=[CH:20][CH:19]=1, predict the reaction product. The product is: [Br-:10].[CH2:26]([N+:3]1[C:2]([Cl:1])=[C:6]([Cl:7])[N:5]([C:26]2[C:27]3[C:22](=[CH:21][CH:20]=[CH:19][CH:18]=3)[CH:23]=[CH:24][C:25]=2[CH2:11][CH3:12])[CH:4]=1)[CH2:27][CH2:18][CH2:19][CH2:20][CH3:21]. (5) The product is: [F:2][C:3]1[CH:4]=[CH:5][C:6]([S:9]([C:12]2[C:13]([O:24][CH:25]([CH3:30])[CH3:26])=[CH:14][C:15]3[CH2:21][CH2:20][N:19]([CH3:22])[CH2:18][CH2:17][C:16]=3[CH:23]=2)(=[O:11])=[O:10])=[CH:7][CH:8]=1. Given the reactants Br.[F:2][C:3]1[CH:8]=[CH:7][C:6]([S:9]([C:12]2[C:13]([OH:24])=[CH:14][C:15]3[CH2:21][CH2:20][N:19]([CH3:22])[CH2:18][CH2:17][C:16]=3[CH:23]=2)(=[O:11])=[O:10])=[CH:5][CH:4]=1.[C:25]1(P(C2C=CC=CC=2)C2C=CC=CC=2)[CH:30]=CC=C[CH:26]=1.C(O)(C)C.N(C(OC(C)C)=O)=NC(OC(C)C)=O, predict the reaction product. (6) Given the reactants [CH2:1]([N:5]1[C:9](=[O:10])[C:8](Cl)=[C:7]([C:12]2[CH:17]=[CH:16][CH:15]=[CH:14][CH:13]=2)[S:6]1(=[O:19])=[O:18])[CH2:2][CH2:3][CH3:4].[CH3:20][O:21][CH2:22][CH2:23][NH2:24], predict the reaction product. The product is: [CH2:1]([N:5]1[C:9](=[O:10])[C:8]([NH:24][CH2:23][CH2:22][O:21][CH3:20])=[C:7]([C:12]2[CH:17]=[CH:16][CH:15]=[CH:14][CH:13]=2)[S:6]1(=[O:19])=[O:18])[CH2:2][CH2:3][CH3:4]. (7) Given the reactants [CH:1]1[C:13]2[CH:12]([CH2:14][O:15][C:16]([NH:18][C@H:19]([C:25]([OH:27])=[O:26])[CH2:20][CH2:21][CH2:22][CH2:23][NH2:24])=[O:17])[C:11]3[C:6](=[CH:7][CH:8]=[CH:9][CH:10]=3)[C:5]=2[CH:4]=[CH:3][CH:2]=1.[C:28]1([CH2:34][S:35](Cl)(=[O:37])=[O:36])[CH:33]=[CH:32][CH:31]=[CH:30][CH:29]=1, predict the reaction product. The product is: [C:28]1([CH2:34][S:35]([NH:24][CH2:23][CH2:22][CH2:21][CH2:20][C@@H:19]([C:25]([OH:27])=[O:26])[NH:18][C:16]([O:15][CH2:14][CH:12]2[C:11]3[CH:10]=[CH:9][CH:8]=[CH:7][C:6]=3[C:5]3[C:13]2=[CH:1][CH:2]=[CH:3][CH:4]=3)=[O:17])(=[O:37])=[O:36])[CH:33]=[CH:32][CH:31]=[CH:30][CH:29]=1. (8) Given the reactants [ClH:1].[CH3:2][O:3][C:4](=[O:26])[C@@H:5]([NH2:25])[CH2:6][NH:7][C:8]([O:10][CH2:11][CH:12]1[C:24]2[CH:23]=[CH:22][CH:21]=[CH:20][C:19]=2[C:18]2[C:13]1=[CH:14][CH:15]=[CH:16][CH:17]=2)=[O:9].C([O-])(=O)C.[Na+].[C:32]1([C:40]2[CH:45]=[CH:44][CH:43]=[CH:42][CH:41]=2)[CH:37]=[CH:36][C:35]([CH:38]=O)=[CH:34][CH:33]=1.C([BH3-])#N.[Na+], predict the reaction product. The product is: [ClH:1].[CH3:2][O:3][C:4](=[O:26])[C@@H:5]([NH:25][CH2:38][C:35]1[CH:36]=[CH:37][C:32]([C:40]2[CH:41]=[CH:42][CH:43]=[CH:44][CH:45]=2)=[CH:33][CH:34]=1)[CH2:6][NH:7][C:8]([O:10][CH2:11][CH:12]1[C:13]2[CH:14]=[CH:15][CH:16]=[CH:17][C:18]=2[C:19]2[C:24]1=[CH:23][CH:22]=[CH:21][CH:20]=2)=[O:9].